This data is from Full USPTO retrosynthesis dataset with 1.9M reactions from patents (1976-2016). The task is: Predict the reactants needed to synthesize the given product. (1) Given the product [Cl:17][C:15]1[N:14]=[N:13][C:12]([C:18]([O:20][CH2:21][CH3:22])=[O:19])=[C:11]([NH:9][C:4]2[N:5]=[C:6]([CH3:8])[CH:7]=[C:2]([CH3:1])[N:3]=2)[CH:16]=1, predict the reactants needed to synthesize it. The reactants are: [CH3:1][C:2]1[CH:7]=[C:6]([CH3:8])[N:5]=[C:4]([NH2:9])[N:3]=1.Cl[C:11]1[CH:16]=[C:15]([Cl:17])[N:14]=[N:13][C:12]=1[C:18]([O:20][CH2:21][CH3:22])=[O:19]. (2) Given the product [C:17]1([NH:27][C:28]([NH:13][CH2:12][CH2:11][CH2:10][CH2:9][CH2:8][O:7][C:6]2[CH:14]=[CH:15][CH:16]=[C:4]([N+:1]([O-:3])=[O:2])[CH:5]=2)=[S:29])[C:26]2[C:21](=[CH:22][CH:23]=[CH:24][CH:25]=2)[CH:20]=[CH:19][CH:18]=1, predict the reactants needed to synthesize it. The reactants are: [N+:1]([C:4]1[CH:5]=[C:6]([CH:14]=[CH:15][CH:16]=1)[O:7][CH2:8][CH2:9][CH2:10][CH2:11][CH2:12][NH2:13])([O-:3])=[O:2].[C:17]1([N:27]=[C:28]=[S:29])[C:26]2[C:21](=[CH:22][CH:23]=[CH:24][CH:25]=2)[CH:20]=[CH:19][CH:18]=1.